Predict the reactants needed to synthesize the given product. From a dataset of Full USPTO retrosynthesis dataset with 1.9M reactions from patents (1976-2016). (1) Given the product [Cl:1][C:2]1[CH:14]=[C:13]([C:15]([N:17]2[C:22]3[CH:23]=[CH:24][CH:25]=[CH:26][C:21]=3[O:20][CH2:19][CH2:18]2)=[O:16])[CH:12]=[C:11]([Cl:27])[C:3]=1[O:4][CH2:5][C:6]([OH:8])=[O:7], predict the reactants needed to synthesize it. The reactants are: [Cl:1][C:2]1[CH:14]=[C:13]([C:15]([N:17]2[C:22]3[CH:23]=[CH:24][CH:25]=[CH:26][C:21]=3[O:20][CH2:19][CH2:18]2)=[O:16])[CH:12]=[C:11]([Cl:27])[C:3]=1[O:4][CH2:5][C:6]([O:8]CC)=[O:7].[OH-].[Na+].O. (2) Given the product [Cl:1][C:2]1[CH:3]=[C:4]([C:8]2[C:13]3[N:14]([CH2:27][C@H:28]4[CH2:33][CH2:32][C@H:31]([CH3:34])[CH2:30][CH2:29]4)[C:15]([N:17]4[CH2:21][C@H:20]([O:22][CH3:23])[CH2:19][C@H:18]4[CH:24]([CH3:25])[CH3:26])=[N:16][C:12]=3[CH:11]=[C:10]([C:35]3[NH:36][C:39](=[O:40])[O:38][N:37]=3)[N:9]=2)[CH:5]=[N:6][CH:7]=1, predict the reactants needed to synthesize it. The reactants are: [Cl:1][C:2]1[CH:3]=[C:4]([C:8]2[C:13]3[N:14]([CH2:27][C@H:28]4[CH2:33][CH2:32][C@H:31]([CH3:34])[CH2:30][CH2:29]4)[C:15]([N:17]4[CH2:21][C@H:20]([O:22][CH3:23])[CH2:19][C@H:18]4[CH:24]([CH3:26])[CH3:25])=[N:16][C:12]=3[CH:11]=[C:10]([C:35](=[N:37][OH:38])[NH2:36])[N:9]=2)[CH:5]=[N:6][CH:7]=1.[C:39](N1C=CN=C1)(N1C=CN=C1)=[O:40].N12CCCN=C1CCCCC2. (3) Given the product [CH2:1]([O:3][C:4](=[O:17])[C:5]([CH3:7])([S:8]([C:11]1[N:12]([CH3:16])[CH:13]=[CH:14][N:15]=1)(=[O:10])=[O:9])[CH2:6][C:36]1[CH:37]=[CH:38][C:33]([C:28]2[CH:29]=[CH:30][CH:31]=[CH:32][CH:27]=2)=[CH:34][CH:35]=1)[CH3:2], predict the reactants needed to synthesize it. The reactants are: [CH2:1]([O:3][C:4](=[O:17])[C:5]([S:8]([C:11]1[N:12]([CH3:16])[CH:13]=[CH:14][N:15]=1)(=[O:10])=[O:9])([CH3:7])[CH3:6])[CH3:2].CN1C=CN=C1S.ClC[C:27]1[CH:32]=[CH:31][CH:30]=[CH:29][C:28]=1[C:33]1[CH:38]=[CH:37][CH:36]=[CH:35][CH:34]=1. (4) Given the product [F:28][C:29]([F:34])([F:33])[C:30]([OH:32])=[O:31].[Cl:27][C:22]1[CH:21]=[C:20]([CH:25]=[CH:24][C:23]=1[Cl:26])[O:19][CH:16]1[CH2:15][CH2:14][C:11]2([CH2:10][CH2:9][NH:8][CH2:13][CH2:12]2)[CH2:18][CH2:17]1, predict the reactants needed to synthesize it. The reactants are: C(OC([N:8]1[CH2:13][CH2:12][C:11]2([CH2:18][CH2:17][CH:16]([O:19][C:20]3[CH:25]=[CH:24][C:23]([Cl:26])=[C:22]([Cl:27])[CH:21]=3)[CH2:15][CH2:14]2)[CH2:10][CH2:9]1)=O)(C)(C)C.[F:28][C:29]([F:34])([F:33])[C:30]([OH:32])=[O:31]. (5) The reactants are: O.Cl.[Cl:3][C:4]1[C:5]([CH3:26])=[C:6]([S:10]([NH:13][C:14]2[S:15][CH:16]=[C:17]([CH2:19][CH2:20][CH2:21][NH:22][CH2:23][CH2:24][OH:25])[N:18]=2)(=[O:12])=[O:11])[CH:7]=[CH:8][CH:9]=1.Cl[CH2:28][C:29](Cl)=[O:30].[OH-].[K+]. Given the product [Cl:3][C:4]1[C:5]([CH3:26])=[C:6]([S:10]([NH:13][C:14]2[S:15][CH:16]=[C:17]([CH2:19][CH2:20][CH2:21][N:22]3[CH2:23][CH2:24][O:25][CH2:28][C:29]3=[O:30])[N:18]=2)(=[O:11])=[O:12])[CH:7]=[CH:8][CH:9]=1, predict the reactants needed to synthesize it.